This data is from Reaction yield outcomes from USPTO patents with 853,638 reactions. The task is: Predict the reaction yield, written as a fraction of the theoretical maximum amount of product (1.0 means a 100% yield; for example, 0.34 means a 34% yield). The reactants are [Br:1][C:2]1[CH:13]=[CH:12][C:5]2[O:6][CH2:7][CH2:8][CH2:9][C:10](=[O:11])[C:4]=2[CH:3]=1.[Br:14]Br. The catalyst is CCOCC. The product is [Br:14][CH:9]1[CH2:8][CH2:7][O:6][C:5]2[CH:12]=[CH:13][C:2]([Br:1])=[CH:3][C:4]=2[C:10]1=[O:11]. The yield is 0.890.